Dataset: Forward reaction prediction with 1.9M reactions from USPTO patents (1976-2016). Task: Predict the product of the given reaction. (1) Given the reactants [NH2:1][C:2]1[C:11]2[N:12]=[C:13]([CH2:20][O:21][CH2:22][CH3:23])[N:14]([CH2:15][C:16]([CH3:19])([OH:18])[CH3:17])[C:10]=2[C:9]2[CH:8]=[CH:7][C:6](Br)=[CH:5][C:4]=2[N:3]=1.[C:25]([O:29][C:30]([NH:32][CH2:33][C:34]1[CH:35]=[C:36](B(O)O)[CH:37]=[CH:38][CH:39]=1)=[O:31])([CH3:28])([CH3:27])[CH3:26], predict the reaction product. The product is: [NH2:1][C:2]1[C:11]2[N:12]=[C:13]([CH2:20][O:21][CH2:22][CH3:23])[N:14]([CH2:15][C:16]([OH:18])([CH3:19])[CH3:17])[C:10]=2[C:9]2[CH:8]=[CH:7][C:6]([C:38]3[CH:39]=[C:34]([CH:35]=[CH:36][CH:37]=3)[CH2:33][NH:32][C:30](=[O:31])[O:29][C:25]([CH3:27])([CH3:28])[CH3:26])=[CH:5][C:4]=2[N:3]=1. (2) Given the reactants [CH:1]([NH:4][C@H:5]1[CH2:10][CH2:9][C@H:8]([C:11]([NH:13][C:14]2[C:18]3[CH:19]=[CH:20][CH:21]=[CH:22][C:17]=3[O:16][C:15]=2[C:23]([NH:25][C:26]2[CH:31]=[CH:30][C:29]([Cl:32])=[CH:28][N:27]=2)=[O:24])=[O:12])[CH2:7][CH2:6]1)([CH3:3])[CH3:2].C(N(CC)CC)C.[C:40](Cl)(=[O:42])[CH3:41].C(=O)([O-])O.[Na+], predict the reaction product. The product is: [C:40]([N:4]([C@H:5]1[CH2:6][CH2:7][C@H:8]([C:11]([NH:13][C:14]2[C:18]3[CH:19]=[CH:20][CH:21]=[CH:22][C:17]=3[O:16][C:15]=2[C:23]([NH:25][C:26]2[CH:31]=[CH:30][C:29]([Cl:32])=[CH:28][N:27]=2)=[O:24])=[O:12])[CH2:9][CH2:10]1)[CH:1]([CH3:3])[CH3:2])(=[O:42])[CH3:41]. (3) Given the reactants [NH2:1][CH2:2][C:3]1[C:4]([NH:19][C@H:20]([C:22]2[CH:27]=[CH:26][C:25]([F:28])=[CH:24][CH:23]=2)[CH3:21])=[N:5][C:6]([NH:10][C:11]2[CH:15]=[C:14]([CH:16]3[CH2:18][CH2:17]3)[NH:13][N:12]=2)=[C:7]([F:9])[CH:8]=1.CN(C(ON1N=NC2C=CC=CC1=2)=[N+](C)C)C.F[P-](F)(F)(F)(F)F.[O:53]=[C:54]1[NH:58][C@@H:57]([C:59](O)=[O:60])[CH2:56][CH2:55]1.CCN(C(C)C)C(C)C, predict the reaction product. The product is: [CH:16]1([C:14]2[NH:13][N:12]=[C:11]([NH:10][C:6]3[N:5]=[C:4]([NH:19][C@H:20]([C:22]4[CH:23]=[CH:24][C:25]([F:28])=[CH:26][CH:27]=4)[CH3:21])[C:3]([CH2:2][NH:1][C:59]([C@H:57]4[CH2:56][CH2:55][C:54](=[O:53])[NH:58]4)=[O:60])=[CH:8][C:7]=3[F:9])[CH:15]=2)[CH2:18][CH2:17]1. (4) Given the reactants ClC1N=C2[C:5]([N:6]=CN2)=[C:4]([NH:11][CH2:12][CH:13]([C:20]2[CH:25]=[CH:24]C=CC=2)C2C=CC=CC=2)N=1.Cl[C:27]1[N:35]=[C:34]2[C:30]([N:31]=[CH:32][N:33]2[C@@H:36]2[CH2:40][C@H:39]([NH:41][C:42]([C:44]3[O:48]N=CC=3)=[O:43])[C@@H:38]([OH:49])[C@H:37]2[OH:50])=[C:29]([NH:51][CH2:52][CH:53]([C:60]2[CH:65]=[CH:64][CH:63]=[CH:62][CH:61]=2)[C:54]2[CH:59]=[CH:58][CH:57]=[CH:56][CH:55]=2)[N:28]=1.[NH2:66][CH2:67][CH2:68][N:69]1[CH2:74][CH2:73][CH2:72][CH2:71][CH2:70]1.[I-].[Na+], predict the reaction product. The product is: [C:60]1([CH:53]([C:54]2[CH:59]=[CH:58][CH:57]=[CH:56][CH:55]=2)[CH2:52][NH:51][C:29]2[N:28]=[C:27]([NH:66][CH2:67][CH2:68][N:69]3[CH2:74][CH2:73][CH2:72][CH2:71][CH2:70]3)[N:35]=[C:34]3[C:30]=2[N:31]=[CH:32][N:33]3[C@@H:36]2[CH2:40][C@H:39]([NH:41][C:42](=[O:43])[C:44]([NH:6][CH2:5][CH2:4][N:11]3[CH2:12][CH2:13][CH2:20][CH2:25][CH2:24]3)=[O:48])[C@@H:38]([OH:49])[C@H:37]2[OH:50])[CH:61]=[CH:62][CH:63]=[CH:64][CH:65]=1. (5) Given the reactants [Br:1][C:2]1[C:10]2[N:9]=[N:8][N:7]([CH2:11][C:12]([CH3:15])([CH3:14])[CH3:13])[C:6]=2[CH:5]=[CH:4][C:3]=1[OH:16].[C:17]1(B(O)O)[CH:22]=[CH:21][CH:20]=[CH:19][CH:18]=1, predict the reaction product. The product is: [Br:1][C:2]1[C:10]2[N:9]=[N:8][N:7]([CH2:11][C:12]([CH3:13])([CH3:15])[CH3:14])[C:6]=2[CH:5]=[CH:4][C:3]=1[O:16][C:17]1[CH:22]=[CH:21][CH:20]=[CH:19][CH:18]=1. (6) Given the reactants [NH2:1][C:2]1[N:7]2[CH:8]=[C:9]([CH2:11][CH2:12][CH3:13])[N:10]=[C:6]2[C:5]([C:14]([OH:16])=O)=[CH:4][C:3]=1[Cl:17].[CH2:18]([N:22]1[CH2:27][CH2:26][CH:25]([CH2:28][NH2:29])[CH2:24][CH2:23]1)[CH2:19][CH2:20][CH3:21], predict the reaction product. The product is: [NH2:1][C:2]1[N:7]2[CH:8]=[C:9]([CH2:11][CH2:12][CH3:13])[N:10]=[C:6]2[C:5]([C:14]([NH:29][CH2:28][CH:25]2[CH2:26][CH2:27][N:22]([CH2:18][CH2:19][CH2:20][CH3:21])[CH2:23][CH2:24]2)=[O:16])=[CH:4][C:3]=1[Cl:17]. (7) Given the reactants [F:1][C:2]1[CH:10]=[CH:9][CH:8]=[C:7]([N+:11]([O-:13])=[O:12])[C:3]=1[C:4]([OH:6])=[O:5].[Si](C=[N+]=[N-])(C)(C)[CH3:15], predict the reaction product. The product is: [F:1][C:2]1[CH:10]=[CH:9][CH:8]=[C:7]([N+:11]([O-:13])=[O:12])[C:3]=1[C:4]([O:6][CH3:15])=[O:5]. (8) The product is: [F:25][C:26]1[CH:34]=[CH:33][CH:32]=[C:31]([F:35])[C:27]=1[C:28]([N:21]1[CH2:20][CH2:19][N:18]([C:10]2[C:9]([CH3:8])=[CH:14][C:13]([N+:15]([O-:17])=[O:16])=[CH:12][N:11]=2)[CH2:23][CH2:22]1)=[O:29]. Given the reactants C(N(CC)CC)C.[CH3:8][C:9]1[C:10]([N:18]2[CH2:23][CH2:22][NH:21][CH2:20][CH2:19]2)=[N:11][CH:12]=[C:13]([N+:15]([O-:17])=[O:16])[CH:14]=1.Cl.[F:25][C:26]1[CH:34]=[CH:33][CH:32]=[C:31]([F:35])[C:27]=1[C:28](Cl)=[O:29], predict the reaction product.